From a dataset of Full USPTO retrosynthesis dataset with 1.9M reactions from patents (1976-2016). Predict the reactants needed to synthesize the given product. Given the product [OH2:4].[OH2:31].[ClH:33].[CH3:3][CH:2]([O:4][C:5]1[CH:10]=[CH:9][CH:8]=[CH:7][C:6]=1[N:11]1[CH2:12][CH2:13][N:14]([CH2:17][CH2:18][NH:19][C:20](=[O:29])[CH2:21][N:22]2[CH2:27][CH2:26][CH2:25][CH2:24][C:23]2=[O:28])[CH2:15][CH2:16]1)[CH3:1], predict the reactants needed to synthesize it. The reactants are: [CH3:1][CH:2]([O:4][C:5]1[CH:10]=[CH:9][CH:8]=[CH:7][C:6]=1[N:11]1[CH2:16][CH2:15][N:14]([CH2:17][CH2:18][NH:19][C:20](=[O:29])[CH2:21][N:22]2[CH2:27][CH2:26][CH2:25][CH2:24][C:23]2=[O:28])[CH2:13][CH2:12]1)[CH3:3].C[OH:31].O.[ClH:33].